From a dataset of Full USPTO retrosynthesis dataset with 1.9M reactions from patents (1976-2016). Predict the reactants needed to synthesize the given product. (1) Given the product [Cl:18][C:16]1[CH:17]=[C:12]([O:11][C@H:8]2[CH2:9][CH2:10][C@H:5]([C:3]([NH:20][NH2:21])=[O:2])[CH2:6][CH2:7]2)[CH:13]=[N:14][CH:15]=1, predict the reactants needed to synthesize it. The reactants are: C[O:2][C:3]([C@H:5]1[CH2:10][CH2:9][C@H:8]([O:11][C:12]2[CH:13]=[N:14][CH:15]=[C:16]([Cl:18])[CH:17]=2)[CH2:7][CH2:6]1)=O.O.[NH2:20][NH2:21]. (2) Given the product [C:21]1([C:24]2[CH:25]=[CH:26][CH:27]=[CH:28][CH:29]=2)[CH:20]=[CH:19][C:18]([CH2:17][C@@H:16]([NH:30][C:7]([C:5]2[O:4][N:3]=[C:2]([OH:1])[CH:6]=2)=[O:9])[CH2:15][C@:14]([CH2:32][O:33][CH3:34])([CH3:31])[C:13]([OH:35])=[O:12])=[CH:23][CH:22]=1, predict the reactants needed to synthesize it. The reactants are: [OH:1][C:2]1[CH:6]=[C:5]([C:7]([OH:9])=O)[O:4][N:3]=1.C([O:12][C:13](=[O:35])[C@@:14]([CH2:32][O:33][CH3:34])([CH3:31])[CH2:15][C@H:16]([NH2:30])[CH2:17][C:18]1[CH:23]=[CH:22][C:21]([C:24]2[CH:29]=[CH:28][CH:27]=[CH:26][CH:25]=2)=[CH:20][CH:19]=1)C. (3) Given the product [CH2:11]([O:10][C:8]([CH2:7][C:2]1[CH:3]=[CH:4][CH:5]=[CH:6][N+:1]=1[O-:19])=[O:9])[CH3:12], predict the reactants needed to synthesize it. The reactants are: [N:1]1[CH:6]=[CH:5][CH:4]=[CH:3][C:2]=1[CH:7](C)[C:8]([O:10][CH2:11][CH3:12])=[O:9].ClC1C=C(C=CC=1)C(OO)=[O:19]. (4) Given the product [F:17][C@H:2]1[CH2:3][C@@:4]2([CH3:5])[C@@H:30]([CH2:31][CH2:32][C:33]2=[O:37])[C@H:29]2[C@H:20]1[C@@H:21]1[C:26]([CH2:27][C@H:28]2[CH3:38])=[CH:25][C:24](=[O:39])[CH2:23][CH2:22]1, predict the reactants needed to synthesize it. The reactants are: F[C:2]([F:17])(S(F)(=O)=O)[C:3](F)(F)[C:4](F)(F)[C:5](F)(F)F.O[C@@H]1C[C@@]2(C)[C@@H:30]([CH2:31][CH2:32][C:33]2=[O:37])[C@H:29]2[C@H:20]1[C@@H:21]1[C:26]([CH2:27][C@H:28]2[CH3:38])=[CH:25][C:24](=[O:39])[CH2:23][CH2:22]1.Cl.O. (5) The reactants are: [CH2:1]([O:3][C@H:4]([C:8]1[CH:13]=[CH:12][C:11]([O:14][CH3:15])=[CH:10][C:9]=1[F:16])[C:5]([OH:7])=O)[CH3:2].Cl.[CH2:18]([O:25][C:26](=[O:38])[N:27]=[C:28]([NH2:37])[C:29]1[CH:34]=[CH:33][C:32]([CH2:35][NH2:36])=[CH:31][CH:30]=1)[C:19]1[CH:24]=[CH:23][CH:22]=[CH:21][CH:20]=1. Given the product [CH2:18]([O:25][C:26](=[O:38])/[N:27]=[C:28](/[NH2:37])\[C:29]1[CH:30]=[CH:31][C:32]([CH2:35][NH:36][C:5](=[O:7])[C@H:4]([O:3][CH2:1][CH3:2])[C:8]2[CH:13]=[CH:12][C:11]([O:14][CH3:15])=[CH:10][C:9]=2[F:16])=[CH:33][CH:34]=1)[C:19]1[CH:24]=[CH:23][CH:22]=[CH:21][CH:20]=1, predict the reactants needed to synthesize it. (6) Given the product [Br:19][C:4]1[CH:3]=[CH:2][C:1]([C:7]2[CH:12]=[CH:11][C:10]([C:13]3[CH:14]=[CH:15][CH:16]=[CH:17][CH:18]=3)=[CH:9][CH:8]=2)=[CH:6][CH:5]=1, predict the reactants needed to synthesize it. The reactants are: [C:1]1([C:7]2[CH:12]=[CH:11][C:10]([C:13]3[CH:18]=[CH:17][CH:16]=[CH:15][CH:14]=3)=[CH:9][CH:8]=2)[CH:6]=[CH:5][CH:4]=[CH:3][CH:2]=1.[Br:19]Br. (7) Given the product [Br:1][C:2]1[CH:3]=[CH:4][C:5]2[C:11]3[S:12][C:13]([C:15]([N:29]([C:30]4[CH:35]=[CH:34][CH:33]=[CH:32][C:31]=4[Cl:36])[CH2:28][CH2:27][OH:26])=[O:17])=[CH:14][C:10]=3[CH2:9][CH2:8][O:7][C:6]=2[CH:18]=1, predict the reactants needed to synthesize it. The reactants are: [Br:1][C:2]1[CH:3]=[CH:4][C:5]2[C:11]3[S:12][C:13]([C:15]([OH:17])=O)=[CH:14][C:10]=3[CH2:9][CH2:8][O:7][C:6]=2[CH:18]=1.[Si]([O:26][CH2:27][CH2:28][NH:29][C:30]1[CH:35]=[CH:34][CH:33]=[CH:32][C:31]=1[Cl:36])(C(C)(C)C)(C)C.